From a dataset of Forward reaction prediction with 1.9M reactions from USPTO patents (1976-2016). Predict the product of the given reaction. (1) Given the reactants [CH2:1]([N:3]([CH2:25][C:26]1[CH:31]=[CH:30][CH:29]=[CH:28][C:27]=1[F:32])[C:4](=[O:24])[CH2:5][C:6]1[CH:23]=[CH:22][C:9]([O:10][CH2:11][C:12]2[CH:21]=[CH:20][CH:19]=[CH:18][C:13]=2[C:14]([O:16]C)=[O:15])=[CH:8][CH:7]=1)[CH3:2].[OH-].[K+], predict the reaction product. The product is: [CH2:1]([N:3]([CH2:25][C:26]1[CH:31]=[CH:30][CH:29]=[CH:28][C:27]=1[F:32])[C:4](=[O:24])[CH2:5][C:6]1[CH:23]=[CH:22][C:9]([O:10][CH2:11][C:12]2[CH:21]=[CH:20][CH:19]=[CH:18][C:13]=2[C:14]([OH:16])=[O:15])=[CH:8][CH:7]=1)[CH3:2]. (2) Given the reactants C[O:2][C:3]1[CH:4]=[C:5]([C:9]23[CH2:18][C:17]4[CH:19]=[CH:20][CH:21]=[CH:22][C:16]=4[CH2:15][C:14]2([CH3:23])[CH2:13][N:12](C)[CH2:11][CH2:10]3)[CH:6]=[CH:7][CH:8]=1.CN([P+](ON1N=NC2C=CC=CC1=2)(N(C)C)N(C)C)C.F[P-](F)(F)(F)(F)F.[CH2:52]([C:54]1[CH:64]=[CH:63][CH:62]=[CH:61][C:55]=1N(CC)CC)[CH3:53].C1(CC(O)=O)C=CC=CC=1.CSC.B.Cl, predict the reaction product. The product is: [OH:2][C:3]1[CH:4]=[C:5]([C:9]23[CH2:18][C:17]4[CH:19]=[CH:20][CH:21]=[CH:22][C:16]=4[CH2:15][C:14]2([CH3:23])[CH2:13][N:12]([CH2:53][CH2:52][C:54]2[CH:55]=[CH:61][CH:62]=[CH:63][CH:64]=2)[CH2:11][CH2:10]3)[CH:6]=[CH:7][CH:8]=1. (3) Given the reactants [O:1]=[C:2]1[CH2:5][C:4]2([CH2:10][CH2:9][N:8]([C:11]([O:13][C:14]([CH3:17])([CH3:16])[CH3:15])=[O:12])[CH2:7][CH2:6]2)[CH2:3]1.[BH4-].[Na+].C([O-])(O)=O.[Na+], predict the reaction product. The product is: [OH:1][CH:2]1[CH2:5][C:4]2([CH2:10][CH2:9][N:8]([C:11]([O:13][C:14]([CH3:17])([CH3:16])[CH3:15])=[O:12])[CH2:7][CH2:6]2)[CH2:3]1. (4) Given the reactants COC1C=C(OC)C=CC=1C[N:12]([C:24]1[CH:29]=[C:28]([O:30]C)[C:27]([C:32](=[O:47])[NH:33][CH2:34][C:35]2[CH:40]=[CH:39][CH:38]=[C:37]([C:41]3[CH:46]=[CH:45][CH:44]=[CH:43][CH:42]=3)[CH:36]=2)=[CH:26][N:25]=1)[C:13](=[O:23])[CH2:14][CH2:15][C:16]([O:18]C(C)(C)C)=[O:17].CCOCC, predict the reaction product. The product is: [OH:30][C:28]1[C:27]([C:32](=[O:47])[NH:33][CH2:34][C:35]2[CH:40]=[CH:39][CH:38]=[C:37]([C:41]3[CH:46]=[CH:45][CH:44]=[CH:43][CH:42]=3)[CH:36]=2)=[CH:26][N:25]=[C:24]([NH:12][C:13](=[O:23])[CH2:14][CH2:15][C:16]([OH:18])=[O:17])[CH:29]=1. (5) Given the reactants [C:1]([O:5][C:6](=[O:15])[NH:7][CH2:8][CH:9]1[CH2:14][CH2:13][CH2:12][NH:11][CH2:10]1)([CH3:4])([CH3:3])[CH3:2].C(N(CC)CC)C.[C:23]1([S:29](Cl)(=[O:31])=[O:30])[CH:28]=[CH:27][CH:26]=[CH:25][CH:24]=1, predict the reaction product. The product is: [C:1]([O:5][C:6](=[O:15])[NH:7][CH2:8][CH:9]1[CH2:14][CH2:13][CH2:12][N:11]([S:29]([C:23]2[CH:28]=[CH:27][CH:26]=[CH:25][CH:24]=2)(=[O:31])=[O:30])[CH2:10]1)([CH3:4])([CH3:2])[CH3:3]. (6) Given the reactants [CH3:1][O:2][C:3]1[C:11]2[C:6](=[CH:7][C:8]([C:12]([C:18]3[CH:23]=[CH:22][CH:21]=[CH:20][N:19]=3)=[CH:13][C:14]([NH:16][CH3:17])=O)=[CH:9][CH:10]=2)[NH:5][N:4]=1.N1C2C(=CC=CC=2C(C2C=CC=CC=2)CCNC)C=C1, predict the reaction product. The product is: [CH3:1][O:2][C:3]1[C:11]2[C:6](=[CH:7][C:8]([CH:12]([C:18]3[CH:23]=[CH:22][CH:21]=[CH:20][N:19]=3)[CH2:13][CH2:14][NH:16][CH3:17])=[CH:9][CH:10]=2)[NH:5][N:4]=1.